From a dataset of NCI-60 drug combinations with 297,098 pairs across 59 cell lines. Regression. Given two drug SMILES strings and cell line genomic features, predict the synergy score measuring deviation from expected non-interaction effect. (1) Cell line: SF-268. Drug 1: CC1C(C(CC(O1)OC2CC(CC3=C2C(=C4C(=C3O)C(=O)C5=C(C4=O)C(=CC=C5)OC)O)(C(=O)CO)O)N)O.Cl. Drug 2: C1=CC=C(C(=C1)C(C2=CC=C(C=C2)Cl)C(Cl)Cl)Cl. Synergy scores: CSS=3.64, Synergy_ZIP=12.3, Synergy_Bliss=23.9, Synergy_Loewe=-17.3, Synergy_HSA=1.53. (2) Synergy scores: CSS=38.0, Synergy_ZIP=-3.52, Synergy_Bliss=0.636, Synergy_Loewe=2.74, Synergy_HSA=3.18. Drug 1: C(=O)(N)NO. Drug 2: C1CCC(C(C1)N)N.C(=O)(C(=O)[O-])[O-].[Pt+4]. Cell line: OVCAR-5. (3) Drug 1: CCCS(=O)(=O)NC1=C(C(=C(C=C1)F)C(=O)C2=CNC3=C2C=C(C=N3)C4=CC=C(C=C4)Cl)F. Drug 2: CCC1=CC2CC(C3=C(CN(C2)C1)C4=CC=CC=C4N3)(C5=C(C=C6C(=C5)C78CCN9C7C(C=CC9)(C(C(C8N6C)(C(=O)OC)O)OC(=O)C)CC)OC)C(=O)OC.C(C(C(=O)O)O)(C(=O)O)O. Cell line: OVCAR-5. Synergy scores: CSS=39.1, Synergy_ZIP=1.80, Synergy_Bliss=1.06, Synergy_Loewe=-34.4, Synergy_HSA=-3.30. (4) Drug 1: C1CCN(CC1)CCOC2=CC=C(C=C2)C(=O)C3=C(SC4=C3C=CC(=C4)O)C5=CC=C(C=C5)O. Drug 2: CC1=C(C=C(C=C1)NC(=O)C2=CC=C(C=C2)CN3CCN(CC3)C)NC4=NC=CC(=N4)C5=CN=CC=C5. Cell line: SK-MEL-5. Synergy scores: CSS=-9.03, Synergy_ZIP=10.1, Synergy_Bliss=10.9, Synergy_Loewe=-4.41, Synergy_HSA=-4.64. (5) Drug 1: CCN(CC)CCCC(C)NC1=C2C=C(C=CC2=NC3=C1C=CC(=C3)Cl)OC. Drug 2: CC(C)NC(=O)C1=CC=C(C=C1)CNNC.Cl. Cell line: SK-MEL-28. Synergy scores: CSS=0.186, Synergy_ZIP=9.79, Synergy_Bliss=14.7, Synergy_Loewe=12.1, Synergy_HSA=10.3.